From a dataset of Forward reaction prediction with 1.9M reactions from USPTO patents (1976-2016). Predict the product of the given reaction. (1) Given the reactants Br[C:2]1[CH:3]=[C:4]([NH:9][CH2:10][CH:11]2[CH2:16][CH2:15][O:14][CH2:13][CH2:12]2)[C:5]([F:8])=[N:6][CH:7]=1.[Cl:17][C:18]1[C:19](B(O)O)=[CH:20][C:21]([F:24])=[N:22][CH:23]=1.C(Cl)Cl.C(=O)([O-])[O-].[Na+].[Na+], predict the reaction product. The product is: [Cl:17][C:18]1[C:19]([C:2]2[CH:7]=[N:6][C:5]([F:8])=[C:4]([NH:9][CH2:10][CH:11]3[CH2:16][CH2:15][O:14][CH2:13][CH2:12]3)[CH:3]=2)=[CH:20][C:21]([F:24])=[N:22][CH:23]=1. (2) The product is: [NH2:35][C:30]1[NH:29][N:37]=[CH:32][C:31]=1[C:5]1[CH:6]=[CH:7][C:2]([NH:1][C:18]([CH:9]2[O:8][C:13]3[CH:14]=[CH:15][CH:16]=[CH:17][C:12]=3[O:11][CH2:10]2)=[O:20])=[CH:3][CH:4]=1. Given the reactants [NH2:1][C:2]1[CH:7]=[CH:6][CH:5]=[CH:4][CH:3]=1.[O:8]1[C:13]2[CH:14]=[CH:15][CH:16]=[CH:17][C:12]=2[O:11][CH2:10][CH:9]1[C:18]([OH:20])=O.CN(C(O[N:29]1[N:37]=N[C:31]2[CH:32]=CC=[N:35][C:30]1=2)=[N+](C)C)C.F[P-](F)(F)(F)(F)F.CCN(C(C)C)C(C)C, predict the reaction product. (3) Given the reactants [Cl:1][C:2]1[C:7]([N+:8]([O-:10])=[O:9])=[C:6]([NH2:11])[CH:5]=[C:4]([Cl:12])[N:3]=1.[C:13](OC(=O)C)(=[O:15])[CH3:14].C([O-])([O-])=O.[Na+].[Na+], predict the reaction product. The product is: [Cl:1][C:2]1[C:7]([N+:8]([O-:10])=[O:9])=[C:6]([NH:11][C:13](=[O:15])[CH3:14])[CH:5]=[C:4]([Cl:12])[N:3]=1. (4) Given the reactants [C:1]([O:5][C:6]([N:8]1[CH2:14][CH2:13][C:12]2[CH:15]=[C:16]([O:20][CH3:21])[C:17]([NH2:19])=[CH:18][C:11]=2[CH2:10][CH2:9]1)=[O:7])([CH3:4])([CH3:3])[CH3:2].N1C=CC=CC=1.[Br:28][CH2:29][C:30]1[CH:35]=[CH:34][C:33]([S:36](Cl)(=[O:38])=[O:37])=[CH:32][CH:31]=1.C(OC(N1CCC2C=C(OC)C(NS(C3C=CC(CCl)=CC=3)(=O)=O)=CC=2CC1)=O)(C)(C)C, predict the reaction product. The product is: [C:1]([O:5][C:6]([N:8]1[CH2:14][CH2:13][C:12]2[CH:15]=[C:16]([O:20][CH3:21])[C:17]([NH:19][S:36]([C:33]3[CH:32]=[CH:31][C:30]([CH2:29][Br:28])=[CH:35][CH:34]=3)(=[O:37])=[O:38])=[CH:18][C:11]=2[CH2:10][CH2:9]1)=[O:7])([CH3:4])([CH3:3])[CH3:2]. (5) Given the reactants C(Cl)(=O)C(Cl)=O.[CH3:7][O:8][C:9]([C:11]1[CH:12]=[C:13]([CH:17]=[CH:18][C:19]=1[O:20][CH2:21][C:22]1[CH:27]=[CH:26][CH:25]=[CH:24][CH:23]=1)[C:14]([OH:16])=O)=[O:10].[NH:28]1[CH2:32][CH2:31][CH2:30][CH2:29]1.O, predict the reaction product. The product is: [C:22]1([CH2:21][O:20][C:19]2[CH:18]=[CH:17][C:13]([C:14]([N:28]3[CH2:32][CH2:31][CH2:30][CH2:29]3)=[O:16])=[CH:12][C:11]=2[C:9]([O:8][CH3:7])=[O:10])[CH:27]=[CH:26][CH:25]=[CH:24][CH:23]=1.